Predict the product of the given reaction. From a dataset of Forward reaction prediction with 1.9M reactions from USPTO patents (1976-2016). (1) The product is: [Br:18][C:5]1[CH:6]=[C:7]([C:14]([OH:16])=[O:15])[CH:8]=[C:9]2[C:4]=1[O:3][C:2]([CH3:17])([CH3:1])[CH2:11][C:10]2([CH3:12])[CH3:13]. Given the reactants [CH3:1][C:2]1([CH3:17])[CH2:11][C:10]([CH3:13])([CH3:12])[C:9]2[C:4](=[CH:5][CH:6]=[C:7]([C:14]([OH:16])=[O:15])[CH:8]=2)[O:3]1.[Br:18]Br, predict the reaction product. (2) Given the reactants [CH3:1][O:2][C:3]1[CH:8]=[CH:7][C:6]([CH:9]([O:20][C:21]([C:23]2([CH3:36])[CH2:28][CH2:27][N:26](C(OC(C)(C)C)=O)[CH2:25][CH2:24]2)=O)[C:10]([C:12]2[CH:17]=[CH:16][C:15]([O:18][CH3:19])=[CH:14][CH:13]=2)=O)=[CH:5][CH:4]=1.C([O-])(=O)C.[NH4+:41].[OH-].[Na+].C(=O)(O)[O-].[Na+], predict the reaction product. The product is: [CH3:19][O:18][C:15]1[CH:16]=[CH:17][C:12]([C:10]2[N:41]=[C:21]([C:23]3([CH3:36])[CH2:28][CH2:27][NH:26][CH2:25][CH2:24]3)[O:20][C:9]=2[C:6]2[CH:7]=[CH:8][C:3]([O:2][CH3:1])=[CH:4][CH:5]=2)=[CH:13][CH:14]=1. (3) Given the reactants [CH2:1]([N:8](C)[CH:9]1[CH2:14][CH2:13][CH:12]([N:15]2[CH2:24][CH2:23][C:22]3[C:17](=[CH:18][CH:19]=[N:20][CH:21]=3)[CH2:16]2)[CH2:11][CH2:10]1)C1C=CC=CC=1, predict the reaction product. The product is: [CH2:16]1[C:17]2[C:22](=[CH:21][N:20]=[CH:19][CH:18]=2)[CH2:23][CH2:24][N:15]1[CH:12]1[CH2:13][CH2:14][CH:9]([NH:8][CH3:1])[CH2:10][CH2:11]1.